From a dataset of Reaction yield outcomes from USPTO patents with 853,638 reactions. Predict the reaction yield, written as a fraction of the theoretical maximum amount of product (1.0 means a 100% yield; for example, 0.34 means a 34% yield). The product is [C:12]([O:11][C:9](=[O:10])[NH:22][C:17]1[CH:18]=[CH:19][CH:20]=[CH:21][C:16]=1[NH2:23])([CH3:13])([CH3:14])[CH3:15]. The reactants are [C:9](O[C:9]([O:11][C:12]([CH3:15])([CH3:14])[CH3:13])=[O:10])([O:11][C:12]([CH3:15])([CH3:14])[CH3:13])=[O:10].[C:16]1([NH2:23])[CH:21]=[CH:20][CH:19]=[CH:18][C:17]=1[NH2:22].C(N(CC)CC)C. The yield is 0.760. The catalyst is C1COCC1.